From a dataset of Reaction yield outcomes from USPTO patents with 853,638 reactions. Predict the reaction yield, written as a fraction of the theoretical maximum amount of product (1.0 means a 100% yield; for example, 0.34 means a 34% yield). (1) The yield is 0.840. The product is [CH:9]1[C:10]2[C:15](=[CH:14][CH:13]=[CH:12][CH:11]=2)[CH:16]=[CH:17][C:8]=1[C:5]1[CH:6]=[CH:7][C:2]([B:29]([OH:34])[OH:30])=[CH:3][CH:4]=1. The catalyst is C1(C)C=CC=CC=1.C1COCC1. The reactants are Br[C:2]1[CH:7]=[CH:6][C:5]([C:8]2[CH:17]=[CH:16][C:15]3[C:10](=[CH:11][CH:12]=[CH:13][CH:14]=3)[CH:9]=2)=[CH:4][CH:3]=1.CCCCCC.C([Li])CCC.[B:29](OC(C)C)([O:34]C(C)C)[O:30]C(C)C.Cl. (2) The reactants are C(N)C1C=CC=CC=1.[F:9][C:10]1[CH:16]=[CH:15][C:13]([NH2:14])=[CH:12][CH:11]=1.[CH3:17][C:18]1[N:19]=[C:20]([N:23]2[CH2:27][CH2:26][N:25]([CH2:28][C:29]3[CH:37]=[CH:36][C:32]([C:33](O)=[O:34])=[CH:31][CH:30]=3)[C:24]2=[O:38])[S:21][CH:22]=1. No catalyst specified. The product is [F:9][C:10]1[CH:16]=[CH:15][C:13]([NH:14][C:33](=[O:34])[C:32]2[CH:36]=[CH:37][C:29]([CH2:28][N:25]3[CH2:26][CH2:27][N:23]([C:20]4[S:21][CH:22]=[C:18]([CH3:17])[N:19]=4)[C:24]3=[O:38])=[CH:30][CH:31]=2)=[CH:12][CH:11]=1. The yield is 0.160. (3) The reactants are Br[C:2]1[CH:3]=[C:4]2[C:10]([C:11]3[CH:12]=[N:13][N:14]([CH2:16][C:17]4[CH:22]=[CH:21][CH:20]=[C:19]([F:23])[CH:18]=4)[CH:15]=3)=[CH:9][N:8]([S:24]([C:27]3[CH:33]=[CH:32][C:30]([CH3:31])=[CH:29][CH:28]=3)(=[O:26])=[O:25])[C:5]2=[N:6][CH:7]=1.[F:34][C:35]1[CH:40]=[CH:39][C:38](B2OC(C)(C)C(C)(C)O2)=[CH:37][C:36]=1[NH:50][S:51]([CH3:54])(=[O:53])=[O:52].C(=O)([O-])[O-].[Na+].[Na+]. The catalyst is COCCOC.O.Cl[Pd](Cl)([P](C1C=CC=CC=1)(C1C=CC=CC=1)C1C=CC=CC=1)[P](C1C=CC=CC=1)(C1C=CC=CC=1)C1C=CC=CC=1. The product is [F:34][C:35]1[CH:40]=[CH:39][C:38]([C:2]2[CH:3]=[C:4]3[C:10]([C:11]4[CH:12]=[N:13][N:14]([CH2:16][C:17]5[CH:22]=[CH:21][CH:20]=[C:19]([F:23])[CH:18]=5)[CH:15]=4)=[CH:9][N:8]([S:24]([C:27]4[CH:33]=[CH:32][C:30]([CH3:31])=[CH:29][CH:28]=4)(=[O:25])=[O:26])[C:5]3=[N:6][CH:7]=2)=[CH:37][C:36]=1[NH:50][S:51]([CH3:54])(=[O:53])=[O:52]. The yield is 0.945. (4) The reactants are B.CSC.[NH:5]1[CH2:10][CH2:9][S:8][CH2:7][C:6]1=O.[C:23]([O:22][C:20](O[C:20]([O:22][C:23]([CH3:26])([CH3:25])[CH3:24])=[O:21])=[O:21])([CH3:26])([CH3:25])[CH3:24].[Li+].[OH-:28].[CH2:29]1[CH2:33][O:32]CC1. The catalyst is O1CCOCC1.O.C(O)C. The product is [C:20]([N:5]1[CH2:10][CH2:9][S:8][CH:7]([CH2:29][C:33]([OH:28])=[O:32])[CH2:6]1)([O:22][C:23]([CH3:24])([CH3:25])[CH3:26])=[O:21]. The yield is 0.810. (5) The reactants are [C:1]([O:5][C:6]([N:8]1[CH2:13][CH2:12][CH:11]([C:14]2[CH:19]=[CH:18][C:17]([NH2:20])=[CH:16][CH:15]=2)[CH2:10][CH2:9]1)=[O:7])([CH3:4])([CH3:3])[CH3:2].[Br:21]N1C(=O)CCC1=O. The catalyst is C(Cl)Cl.CCOC(C)=O. The product is [C:1]([O:5][C:6]([N:8]1[CH2:13][CH2:12][CH:11]([C:14]2[CH:19]=[CH:18][C:17]([NH2:20])=[C:16]([Br:21])[CH:15]=2)[CH2:10][CH2:9]1)=[O:7])([CH3:4])([CH3:2])[CH3:3]. The yield is 1.00. (6) The reactants are Br[C:2]1[S:3][C:4]([CH3:7])=[N:5][N:6]=1.[CH:8]([C:10]1[CH:15]=[CH:14][C:13](B(O)O)=[CH:12][CH:11]=1)=[O:9].[O-]P([O-])([O-])=O.[K+].[K+].[K+]. The catalyst is C1(C)C=CC=CC=1.C(O)C.C1C=CC([P]([Pd]([P](C2C=CC=CC=2)(C2C=CC=CC=2)C2C=CC=CC=2)([P](C2C=CC=CC=2)(C2C=CC=CC=2)C2C=CC=CC=2)[P](C2C=CC=CC=2)(C2C=CC=CC=2)C2C=CC=CC=2)(C2C=CC=CC=2)C2C=CC=CC=2)=CC=1. The product is [CH3:7][C:4]1[S:3][C:2]([C:13]2[CH:14]=[CH:15][C:10]([CH:8]=[O:9])=[CH:11][CH:12]=2)=[N:6][N:5]=1. The yield is 0.850.